Task: Binary Classification. Given a miRNA mature sequence and a target amino acid sequence, predict their likelihood of interaction.. Dataset: Experimentally validated miRNA-target interactions with 360,000+ pairs, plus equal number of negative samples (1) The protein sequence of the target gene is MRFFCARCCSFGPEMPAVQLLLLACLVWDVGARTAQLRKANDQSGRCQYTFSVASPNESSCPEQSQAMSVIHNLQRDSSTQRLDLEATKARLSSLESLLHQLTLDQAARPQETQEGLQRELGTLRRERDQLETQTRELETAYSNLLRDKSVLEEEKKRLRQENENLARRLESSSQEVARLRRGQCPQTRDTARAVPPGSREVSTWNLDTLAFQELKSELTEVPASRILKESPSGYLRSGEGDTGCGELVWVGEPLTLRTAETITGKYGVWMRDPKPTYPYTQETTWRIDTVGTDVRQVFE.... Result: 0 (no interaction). The miRNA is hsa-miR-6835-3p with sequence AAAAGCACUUUUCUGUCUCCCAG. (2) The miRNA is hsa-miR-6070 with sequence CCGGUUCCAGUCCCUGGAG. The protein sequence of the target gene is MKVDRTKLKKTPTEAPADCRALIDKLKVCNDEQLLLELQQIKTWNIGKCELYHWVDLLDRFDGILADAGQTVENMSWMLVCDRPEKEQLKMLLLAVLNFTALLIEYSFSRHLYSSIEHLTTLLASSDMQVVLAVLNLLYVFSKRSNYITRLGSDKRTPLLTRLQHLAESWGGKENGFGLAECCRDLQMLKYPPSATTLHFEFYADPGAEVKIEKRTTSNTLHYIHIEQLDKISESPSEIMESLTKMYSIPKDKQMLLFTHIRLAHGFSNHRKRLQAVQARLHAISILVYSNALQESANSI.... Result: 0 (no interaction). (3) The miRNA is hsa-miR-6503-3p with sequence GGGACUAGGAUGCAGACCUCC. The protein sequence of the target gene is MAKPTSKDSGLKEKFKILLGLGTSRPNPRCAEGKQTEFIITAEILRELSGECGLNNRIRMIGQICDVAKTKKLEEHAVEALWKAVSDLLQPERPPEARHAVLALLKAIVQGQGDRLGVLRALFFKVIKDYPSNEDLHERLEVFKALTDNGRHITYLEEELAEFVLQWMDVGLSSEFLLVLVNLVKFNSCYLDEYIAPMVHMICLLCIRTVSSVDIEVSLQVLDAVVCYNCLPAESLPLFIITLCRTVNVKELCEPCWKLMRNLLGTHLGHSAIYNMCRIMENRSYMEDAPLLRGAVFFVG.... Result: 0 (no interaction). (4) The miRNA is hsa-miR-4781-3p with sequence AAUGUUGGAAUCCUCGCUAGAG. The protein sequence of the target gene is MKVTVGPDPSLVYRPDVDPEVAKDKASFRNYTSGPLLDRVFTTYKLMHTHQTVDFVRSKHAQFGGFSYKKMTVMEAVDLLDGLVDESDPDVDFPNSFHAFQTAEGIRKAHPDKDWFHLVGLLHDLGKVLALFGEPQWAVVGDTFPVGCRPQASVVFCDSTFQDNPDLQDPRYSTELGMYQPHCGLDRVLMSWGHDEYMYQVMKFNKFSLPPEAFYMIRFHSFYPWHTGRDYQQLCSQQDLAMLPWVREFNKFDLYTKCPDLPDVDKLRPYYQGLIDKYCPGILSW. Result: 1 (interaction). (5) The miRNA is hsa-miR-548ay-5p with sequence AAAAGUAAUUGUGGUUUUUGC. The protein sequence of the target gene is MAGRQTGWSQAALLQFLLGMCLTVMPPIQARSLRFVTLLYRHGDRSPVKTYPKDPYQEEKWPQGFGQLTKEGMLQHWELGQALRQRYHGFLNTSYHRQEVYVRSTDFDRTLMSAEANLAGLFPPNEVQHFNPNISWQPIPVHTVPITEDRLLKFPLGPCPRYEQLQNETRQTPEYQNRSIQNAQFLNMVANETGLTNVTLETIWNVYDTLFCEQTHGLLLPPWASPQTVQRLSQLKDFSFLFLFGIHEQVQKARLQGGVLLAQILKNLTLMATTSQFPKLLVYSAHDTTLVALQMALNVY.... Result: 0 (no interaction). (6) The miRNA is hsa-miR-8485 with sequence CACACACACACACACACGUAU. The protein sequence of the target gene is MTWSATARGAHQPDNTAFTQQRLPAWQPLLSASIALPLFFCAGLAFIGLGLGLYYSSNGIKELEYDYTGDPGTGNCSVCAAAGQGRALPPPCSCAWYFSLPELFQGPVYLYYELTNFYQNNRRYGVSRDDAQLSGLPSALRHPVNECAPYQRSAAGLPIAPCGAIANSLFNDSFSLWHQRQPGGPYVEVPLDRSGIAWWTDYHVKFRNPPLVNGSLALAFQGTAPPPNWRRPVYELSPDPNNTGFINQDFVVWMRTAALPTFRKLYARIRQGNYSAGLPRGAYRVNITYNYPVRAFGGHK.... Result: 1 (interaction). (7) The miRNA is hsa-miR-1249-5p with sequence AGGAGGGAGGAGAUGGGCCAAGUU. The protein sequence of the target gene is MTPEDPEETQPLLGPPGGSAPRGRRVFLAAFAAALGPLSFGFALGYSSPAIPSLQRAAPPAPRLDDAAASWFGAVVTLGAAAGGVLGGWLVDRAGRKLSLLLCSVPFVAGFAVITAAQDVWMLLGGRLLTGLACGVASLVAPVYISEIAYPAVRGLLGSCVQLMVVVGILLAYLAGWVLEWRWLAVLGCVPPSLMLLLMCFMPETPRFLLTQHRRQEAMAALRFLWGSEQGWEDPPIGAEQSFHLALLRQPGIYKPFIIGVSLMAFQQLSGVNAVMFYAETIFEEAKFKDSSLASVVVGV.... Result: 1 (interaction). (8) The miRNA is hsa-miR-6766-3p with sequence UGAUUGUCUUCCCCCACCCUCA. The protein sequence of the target gene is MSGLVLGQRDEPAGHRLSQEEILGSTRLVSQGLEALRSEHQAVLQSLSQTIECLQQGGHEEGLVHEKARQLRRSMENIELGLSEAQVMLALASHLSTVESEKQKLRAQVRRLCQENQWLRDELAGTQQRLQRSEQAVAQLEEEKKHLEFLGQLRQYDEDGHTSEEKEGDATKDSLDDLFPNEEEEDPSNGLSRGQGATAAQQGGYEIPARLRTLHNLVIQYAAQGRYEVAVPLCKQALEDLERTSGRGHPDVATMLNILALVYRDQNKYKEAAHLLNDALSIRESTLGPDHPAVAATLNN.... Result: 0 (no interaction).